Dataset: Forward reaction prediction with 1.9M reactions from USPTO patents (1976-2016). Task: Predict the product of the given reaction. (1) Given the reactants C([O:8][C:9]1[CH:10]=[C:11]([CH:21]=[CH:22][CH:23]=1)[O:12][CH2:13][CH2:14][C@H:15]1[CH2:19][O:18][C:17]([NH2:20])=[N:16]1)C1C=CC=CC=1, predict the reaction product. The product is: [NH2:20][C:17]1[O:18][CH2:19][C@H:15]([CH2:14][CH2:13][O:12][C:11]2[CH:10]=[C:9]([OH:8])[CH:23]=[CH:22][CH:21]=2)[N:16]=1. (2) Given the reactants [NH2:1][CH2:2][C@@H:3]1[C@H:7]([OH:8])[CH2:6][C@@H:5]([C:9]([NH:11][C:12]2[C:21]3[C:16](=[CH:17][CH:18]=[C:19]([O:22][CH3:23])[N:20]=3)[N:15]=[CH:14][CH:13]=2)=[O:10])[CH2:4]1.[O:24]=[C:25]1[NH:30][C:29]2[N:31]=[C:32]([CH:35]=O)[CH:33]=[CH:34][C:28]=2[S:27][CH2:26]1.[BH4-].[Na+], predict the reaction product. The product is: [OH:8][C@H:7]1[C@@H:3]([CH2:2][NH:1][CH2:35][C:32]2[CH:33]=[CH:34][C:28]3[S:27][CH2:26][C:25](=[O:24])[NH:30][C:29]=3[N:31]=2)[CH2:4][C@H:5]([C:9]([NH:11][C:12]2[C:21]3[C:16](=[CH:17][CH:18]=[C:19]([O:22][CH3:23])[N:20]=3)[N:15]=[CH:14][CH:13]=2)=[O:10])[CH2:6]1. (3) Given the reactants Br[C:2]1[CH:3]=[C:4]([NH:9][C:10]2[N:15]=[C:14]([O:16][CH3:17])[CH:13]=[CH:12][N:11]=2)[CH:5]=[C:6]([CH3:8])[CH:7]=1.[NH2:18][C:19]1[CH:24]=[C:23](B(O)O)[CH:22]=[CH:21][N:20]=1.C(=O)([O-])[O-].[Na+].[Na+], predict the reaction product. The product is: [NH2:18][C:19]1[CH:24]=[C:23]([C:2]2[CH:3]=[C:4]([NH:9][C:10]3[N:15]=[C:14]([O:16][CH3:17])[CH:13]=[CH:12][N:11]=3)[CH:5]=[C:6]([CH3:8])[CH:7]=2)[CH:22]=[CH:21][N:20]=1.